Task: Predict the product of the given reaction.. Dataset: Forward reaction prediction with 1.9M reactions from USPTO patents (1976-2016) (1) Given the reactants C[N:2](/[CH:4]=[N:5]\[C:6](=O)[C:7]1[CH:12]=[C:11]([CH3:13])[C:10]([C:14]2[CH:15]=[N:16][C:17]3[NH:22][CH2:21][C:20](=[O:23])[N:19]([CH2:24][C@H:25]4[CH2:30][CH2:29][C@H:28]([O:31][CH3:32])[CH2:27][CH2:26]4)[C:18]=3[N:33]=2)=[CH:9][N:8]=1)C.C(O)(=O)C.[NH2:39]N, predict the reaction product. The product is: [CH3:32][O:31][C@H:28]1[CH2:29][CH2:30][C@H:25]([CH2:24][N:19]2[C:18]3=[N:33][C:14]([C:10]4[CH:9]=[N:8][C:7]([C:6]5[N:5]=[CH:4][NH:2][N:39]=5)=[CH:12][C:11]=4[CH3:13])=[CH:15][N:16]=[C:17]3[NH:22][CH2:21][C:20]2=[O:23])[CH2:26][CH2:27]1. (2) Given the reactants [C:1](Cl)(=O)[C:2]([Cl:4])=[O:3].[C:7](/[C:9](/[C:14]1[CH:18]=[CH:17][S:16][CH:15]=1)=C\C(O)=O)#[N:8], predict the reaction product. The product is: [C:7](/[C:9](/[C:14]1[CH:18]=[CH:17][S:16][CH:15]=1)=[CH:1]\[C:2]([Cl:4])=[O:3])#[N:8]. (3) Given the reactants [OH:1][CH:2]([CH3:20])[CH2:3][N:4]1[C:12]2[C:7](=[C:8]([C:15]([F:18])([F:17])[F:16])[C:9]([C:13]#[N:14])=[CH:10][CH:11]=2)[CH:6]=[C:5]1[CH3:19].[N:21]1[CH:26]=[CH:25][CH:24]=[CH:23][C:22]=1O, predict the reaction product. The product is: [CH3:19][C:5]1[N:4]([CH2:3][CH:2]([O:1][C:22]2[CH:23]=[CH:24][CH:25]=[CH:26][N:21]=2)[CH3:20])[C:12]2[C:7]([CH:6]=1)=[C:8]([C:15]([F:18])([F:16])[F:17])[C:9]([C:13]#[N:14])=[CH:10][CH:11]=2. (4) Given the reactants C([O:3][C:4]([CH:6]1[CH2:11][CH2:10][NH:9][CH2:8][CH2:7]1)=[O:5])C.[CH3:12][C:13]([CH3:15])=O.C([BH3-])#N.[Na+].Cl, predict the reaction product. The product is: [CH3:12][CH:13]([N:9]1[CH2:8][CH2:7][CH:6]([C:4]([OH:3])=[O:5])[CH2:11][CH2:10]1)[CH3:15]. (5) Given the reactants [CH3:1][S:2](Cl)(=[O:4])=[O:3].[I:6][C:7]1[CH:13]=[CH:12][CH:11]=[CH:10][C:8]=1[NH2:9].C(N(CC)CC)C, predict the reaction product. The product is: [I:6][C:7]1[CH:13]=[CH:12][CH:11]=[CH:10][C:8]=1[NH:9][S:2]([CH3:1])(=[O:4])=[O:3]. (6) The product is: [Cl:26][C:27]1[CH:32]=[C:31]([C:33]#[N:34])[CH:30]=[CH:29][C:28]=1[S:35]([N:11]([CH3:12])[CH2:10][CH2:9][CH2:8][NH:7][C:5]([C@@H:4]([NH:13][C:14]([C:16]1[S:17][C:18]2[CH:24]=[CH:23][CH:22]=[CH:21][C:19]=2[CH:20]=1)=[O:15])[CH2:3][CH:2]([CH3:25])[CH3:1])=[O:6])(=[O:36])=[O:37]. Given the reactants [CH3:1][CH:2]([CH3:25])[CH2:3][C@H:4]([NH:13][C:14]([C:16]1[S:17][C:18]2[CH:24]=[CH:23][CH:22]=[CH:21][C:19]=2[CH:20]=1)=[O:15])[C:5]([NH:7][CH2:8][CH2:9][CH2:10][NH:11][CH3:12])=[O:6].[Cl:26][C:27]1[CH:32]=[C:31]([C:33]#[N:34])[CH:30]=[CH:29][C:28]=1[S:35](Cl)(=[O:37])=[O:36].C(N(CC)CC)C, predict the reaction product.